This data is from Full USPTO retrosynthesis dataset with 1.9M reactions from patents (1976-2016). The task is: Predict the reactants needed to synthesize the given product. Given the product [C:1]([C:5]1[CH:10]=[CH:9][C:8]([CH:11]2[CH2:16][CH:15]([C:17]([OH:19])=[O:18])[CH2:14][CH2:13][N:12]2[C:21]([O:23][CH3:24])=[O:22])=[CH:7][CH:6]=1)([CH3:4])([CH3:2])[CH3:3], predict the reactants needed to synthesize it. The reactants are: [C:1]([C:5]1[CH:10]=[CH:9][C:8]([CH:11]2[CH2:16][CH:15]([C:17]([O:19]C)=[O:18])[CH2:14][CH2:13][N:12]2[C:21]([O:23][CH3:24])=[O:22])=[CH:7][CH:6]=1)([CH3:4])([CH3:3])[CH3:2].[Br-].[Li+].C(N(CC)CC)C.O.